From a dataset of Carcinogenicity classification data from Lagunin et al.. Regression/Classification. Given a drug SMILES string, predict its toxicity properties. Task type varies by dataset: regression for continuous values (e.g., LD50, hERG inhibition percentage) or binary classification for toxic/non-toxic outcomes (e.g., AMES mutagenicity, cardiotoxicity, hepatotoxicity). Dataset: carcinogens_lagunin. (1) The compound is COc1ccc2[nH]c3c(c2c1)CCN=C3C. The result is 0 (non-carcinogenic). (2) The drug is CC(Cc1ccccc1)NCCC(c1ccccc1)c1ccccc1. The result is 0 (non-carcinogenic). (3) The compound is CC[C@@H](C)C(=O)O[C@H]1[C@H](O)[C@H]2[C@@H](CN3C[C@@H](C)CC[C@H]3[C@@]2(C)O)C2C[C@]34O[C@@]5(O)[C@@H](OC(=O)[C@](C)(O)CC)CC[C@@]3(C)[C@@H]5[C@@H](OC(C)=O)[C@@H](OC(C)=O)[C@H]4[C@@]21O. The result is 0 (non-carcinogenic). (4) The result is 0 (non-carcinogenic). The compound is CNCC(O)c1ccc(O)c(OC)c1. (5) The drug is Cc1nccc2c1[nH]c1cc(O)ccc12. The result is 0 (non-carcinogenic).